Dataset: Peptide-MHC class II binding affinity with 134,281 pairs from IEDB. Task: Regression. Given a peptide amino acid sequence and an MHC pseudo amino acid sequence, predict their binding affinity value. This is MHC class II binding data. (1) The peptide sequence is GELQIVDKADAAFKI. The MHC is DRB1_0401 with pseudo-sequence DRB1_0401. The binding affinity (normalized) is 0.582. (2) The peptide sequence is PVQRHPRSLFPEFSE. The MHC is DRB1_1101 with pseudo-sequence DRB1_1101. The binding affinity (normalized) is 0.185. (3) The peptide sequence is INEPTAAAIAYTLDR. The MHC is HLA-DQA10102-DQB10602 with pseudo-sequence HLA-DQA10102-DQB10602. The binding affinity (normalized) is 0.760. (4) The peptide sequence is EYLNKIQNSLSTEWSPCSVT. The MHC is DRB1_0401 with pseudo-sequence DRB1_0401. The binding affinity (normalized) is 0.442. (5) The peptide sequence is EGTNIYNNNEAFKVE. The MHC is DRB3_0101 with pseudo-sequence DRB3_0101. The binding affinity (normalized) is 0.622. (6) The peptide sequence is MKEGRYEVRAELPGV. The MHC is DRB1_0301 with pseudo-sequence DRB1_0301. The binding affinity (normalized) is 0.120. (7) The MHC is HLA-DQA10301-DQB10302 with pseudo-sequence HLA-DQA10301-DQB10302. The peptide sequence is QLPQFLQPQ. The binding affinity (normalized) is 0. (8) The binding affinity (normalized) is 0.473. The peptide sequence is AMCRTPFSLAEGIVL. The MHC is DRB1_0301 with pseudo-sequence DRB1_0301. (9) The peptide sequence is VLDLHPGAGKTRRILPQI. The MHC is DRB1_0301 with pseudo-sequence DRB1_0301. The binding affinity (normalized) is 0.128. (10) The peptide sequence is EDPLFQLVSKLYEVV. The MHC is DRB1_1501 with pseudo-sequence DRB1_1501. The binding affinity (normalized) is 0.468.